From a dataset of Full USPTO retrosynthesis dataset with 1.9M reactions from patents (1976-2016). Predict the reactants needed to synthesize the given product. (1) Given the product [Cl:25][C:23]1[CH:24]=[C:19]([NH:1][C:2]2[CH:3]=[CH:4][C:5]([C:8]([N:10]3[CH2:15][CH2:14][O:13][CH2:12][CH2:11]3)=[O:9])=[CH:6][N:7]=2)[C:20](=[O:27])[N:21]([CH3:26])[N:22]=1, predict the reactants needed to synthesize it. The reactants are: [NH2:1][C:2]1[N:7]=[CH:6][C:5]([C:8]([N:10]2[CH2:15][CH2:14][O:13][CH2:12][CH2:11]2)=[O:9])=[CH:4][CH:3]=1.[H-].[Na+].Cl[C:19]1[C:20](=[O:27])[N:21]([CH3:26])[N:22]=[C:23]([Cl:25])[CH:24]=1. (2) Given the product [CH3:7][C:8]1[O:9][C:10]([CH2:14][OH:15])=[C:11]([CH3:13])[N:12]=1, predict the reactants needed to synthesize it. The reactants are: [H-].[Al+3].[Li+].[H-].[H-].[H-].[CH3:7][C:8]1[O:9][C:10]([C:14](OCC)=[O:15])=[C:11]([CH3:13])[N:12]=1.O.[OH-].[Na+]. (3) Given the product [F:20][C:5]1[C:6]([C:8]2[CH:13]=[CH:12][C:11]([S:14]([CH3:17])(=[O:16])=[O:15])=[CH:10][C:9]=2[O:18][CH3:19])=[CH:7][C:2]([B:21]2[O:25][C:24]([CH3:27])([CH3:26])[C:23]([CH3:29])([CH3:28])[O:22]2)=[CH:3][CH:4]=1, predict the reactants needed to synthesize it. The reactants are: Br[C:2]1[CH:3]=[CH:4][C:5]([F:20])=[C:6]([C:8]2[CH:13]=[CH:12][C:11]([S:14]([CH3:17])(=[O:16])=[O:15])=[CH:10][C:9]=2[O:18][CH3:19])[CH:7]=1.[B:21]1([B:21]2[O:25][C:24]([CH3:27])([CH3:26])[C:23]([CH3:29])([CH3:28])[O:22]2)[O:25][C:24]([CH3:27])([CH3:26])[C:23]([CH3:29])([CH3:28])[O:22]1.C([O-])(=O)C.[K+]. (4) Given the product [Br:15][C:16]1[C:17]([C:4]2[S:3][C:2]([Cl:1])=[CH:6][CH:5]=2)=[N:18][C:19]([Cl:22])=[N:20][CH:21]=1, predict the reactants needed to synthesize it. The reactants are: [Cl:1][C:2]1[S:3][CH:4]=[CH:5][CH:6]=1.C([N-]C(C)C)(C)C.[Li+].[Br:15][C:16]1[CH:17]=[N:18][C:19]([Cl:22])=[N:20][CH:21]=1.ClC1C(=O)C(C#N)=C(C#N)C(=O)C=1Cl.